This data is from Catalyst prediction with 721,799 reactions and 888 catalyst types from USPTO. The task is: Predict which catalyst facilitates the given reaction. (1) Reactant: [CH3:1][C@@:2]12[C:18](=[O:19])[CH2:17][CH2:16][C@H:15]1[CH2:14][C@@H:13]1[C@H:4]([CH2:5][CH2:6][C@H:7]3[C@@:12]1([CH3:20])[CH2:11][CH2:10][C:9](=[O:21])[CH2:8]3)[CH2:3]2.CCC(C)[BH-](C(C)CC)C(C)CC.[K+].[OH-].[Na+].OO. Product: [CH3:1][C@@:2]12[C:18](=[O:19])[CH2:17][CH2:16][C@H:15]1[CH2:14][C@@H:13]1[C@H:4]([CH2:5][CH2:6][C@H:7]3[C@@:12]1([CH3:20])[CH2:11][CH2:10][C@H:9]([OH:21])[CH2:8]3)[CH2:3]2. The catalyst class is: 1. (2) Reactant: [F:1][C:2]1[CH:7]=[CH:6][C:5]([F:8])=[CH:4][C:3]=1[C@H:9]1[CH2:13][CH2:12][CH2:11][N:10]1[C:14]1[CH:19]=[CH:18][N:17]2[N:20]=[CH:21][C:22]([C:23]([NH:25][C:26]([CH3:37])([CH3:36])[CH2:27][NH:28]C(=O)OC(C)(C)C)=[O:24])=[C:16]2[N:15]=1.[ClH:38].O1CCOCC1. Product: [ClH:38].[NH2:28][CH2:27][C:26]([NH:25][C:23]([C:22]1[CH:21]=[N:20][N:17]2[CH:18]=[CH:19][C:14]([N:10]3[CH2:11][CH2:12][CH2:13][C@@H:9]3[C:3]3[CH:4]=[C:5]([F:8])[CH:6]=[CH:7][C:2]=3[F:1])=[N:15][C:16]=12)=[O:24])([CH3:37])[CH3:36]. The catalyst class is: 2.